This data is from Catalyst prediction with 721,799 reactions and 888 catalyst types from USPTO. The task is: Predict which catalyst facilitates the given reaction. Reactant: [C:1]([O:5][C:6](=[O:15])[NH:7][C@H:8]1[CH2:13][CH2:12][C@@H:11]([NH2:14])[CH2:10][CH2:9]1)([CH3:4])([CH3:3])[CH3:2].Cl[C:17]1[N:26]=[C:25]([N:27]([CH3:29])[CH3:28])[C:24]2[C:19](=[CH:20][CH:21]=[CH:22][CH:23]=2)[N:18]=1.CCN(C(C)C)C(C)C. Product: [C:1]([O:5][C:6](=[O:15])[NH:7][C@H:8]1[CH2:9][CH2:10][C@@H:11]([NH:14][C:17]2[N:26]=[C:25]([N:27]([CH3:29])[CH3:28])[C:24]3[C:19](=[CH:20][CH:21]=[CH:22][CH:23]=3)[N:18]=2)[CH2:12][CH2:13]1)([CH3:4])([CH3:2])[CH3:3]. The catalyst class is: 41.